From a dataset of Full USPTO retrosynthesis dataset with 1.9M reactions from patents (1976-2016). Predict the reactants needed to synthesize the given product. (1) The reactants are: [CH3:1][O:2][CH2:3][CH2:4][N:5]1[CH2:10][CH2:9][CH:8]([NH:11]C(=O)OC(C)(C)C)[CH2:7][CH2:6]1.FC(F)(F)C(O)=O. Given the product [CH3:1][O:2][CH2:3][CH2:4][N:5]1[CH2:6][CH2:7][CH:8]([NH2:11])[CH2:9][CH2:10]1, predict the reactants needed to synthesize it. (2) The reactants are: C([N:8]1[C@@H:13]([CH3:14])[C@H:12]([CH3:15])[N:11]2[N:16]=[CH:17][C:18]([N:19]3[CH2:23][CH2:22][CH2:21][C:20]3=[O:24])=[C:10]2[CH2:9]1)C1C=CC=CC=1.[CH3:37][C:36]([O:35][C:33](O[C:33]([O:35][C:36]([CH3:39])([CH3:38])[CH3:37])=[O:34])=[O:34])([CH3:39])[CH3:38]. Given the product [CH3:14][C@H:13]1[C@H:12]([CH3:15])[N:11]2[N:16]=[CH:17][C:18]([N:19]3[CH2:23][CH2:22][CH2:21][C:20]3=[O:24])=[C:10]2[CH2:9][N:8]1[C:33]([O:35][C:36]([CH3:37])([CH3:38])[CH3:39])=[O:34], predict the reactants needed to synthesize it. (3) Given the product [NH2:32][C@@H:36]([CH2:37][CH:44]([CH3:48])[CH3:45])[C:6]([N:8]1[CH2:9][CH2:10][CH:11]([N:14]([C:15]2[CH:20]=[CH:19][C:18]([O:21][CH2:22][C:23]3[CH:24]=[CH:25][CH:26]=[CH:27][CH:28]=3)=[CH:17][CH:16]=2)[CH2:39][CH:40]=[C:41]([CH3:43])[CH3:42])[CH2:12][CH2:13]1)=[O:7], predict the reactants needed to synthesize it. The reactants are: C(O[C:6]([N:8]1[CH2:13][CH2:12][CH:11]([NH:14][C:15]2[CH:20]=[CH:19][C:18]([O:21][CH2:22][C:23]3[CH:28]=[CH:27][CH:26]=[CH:25][CH:24]=3)=[CH:17][CH:16]=2)[CH2:10][CH2:9]1)=[O:7])(C)(C)C.C([N:32]([CH2:36][CH3:37])C(C)C)(C)C.Br[CH2:39][CH:40]=[C:41]([CH3:43])[CH3:42].[CH2:44]1[CH2:48]OC[CH2:45]1. (4) Given the product [Br:17][C:18]1[C:27]([O:28][CH3:29])=[CH:26][CH:25]=[C:24]2[C:19]=1[CH:20]=[CH:21][C:22]([CH2:30][N:31]([CH3:32])[C:14]([C:6]1[O:7][C:8]3[CH:13]=[CH:12][CH:11]=[CH:10][C:9]=3[C:5]=1[CH2:1][CH2:2][CH2:3][CH3:4])=[O:15])=[CH:23]2, predict the reactants needed to synthesize it. The reactants are: [CH2:1]([C:5]1[C:9]2[CH:10]=[CH:11][CH:12]=[CH:13][C:8]=2[O:7][C:6]=1[C:14](Cl)=[O:15])[CH2:2][CH2:3][CH3:4].[Br:17][C:18]1[C:27]([O:28][CH3:29])=[CH:26][CH:25]=[C:24]2[C:19]=1[CH:20]=[CH:21][C:22]([CH2:30][NH:31][CH3:32])=[CH:23]2.C(N(CC)CC)C. (5) Given the product [CH2:1]([O:8][C:9]1[CH:10]=[C:11]([CH:24]=[CH:25][CH:26]=1)[CH2:12][NH2:13])[C:2]1[CH:3]=[CH:4][CH:5]=[CH:6][CH:7]=1, predict the reactants needed to synthesize it. The reactants are: [CH2:1]([O:8][C:9]1[CH:10]=[C:11]([CH:24]=[CH:25][CH:26]=1)[CH2:12][N:13]1C(=O)C2=CC=CC=C2C1=O)[C:2]1[CH:7]=[CH:6][CH:5]=[CH:4][CH:3]=1.C1(=O)NC(=O)C2=CC=CC=C12. (6) The reactants are: Br[C:2]1[C:3]2[C:10]([CH3:11])=[CH:9][CH:8]=[CH:7][C:4]=2[S:5][CH:6]=1.C([Li])CCC.CON(C)[C:20](=[O:23])[CH2:21][CH3:22]. Given the product [CH3:11][C:10]1[C:3]2[CH:2]=[C:6]([C:20](=[O:23])[CH2:21][CH3:22])[S:5][C:4]=2[CH:7]=[CH:8][CH:9]=1, predict the reactants needed to synthesize it. (7) Given the product [Br:1][C:2]1[C:19]([O:20][CH3:21])=[N:18][C:5]2[CH2:6][CH2:7][NH:8][CH2:9][CH:10]([CH3:11])[C:4]=2[C:3]=1[Cl:22], predict the reactants needed to synthesize it. The reactants are: [Br:1][C:2]1[C:19]([O:20][CH3:21])=[N:18][C:5]2[CH2:6][CH2:7][N:8](C(=O)C(F)(F)F)[CH2:9][CH:10]([CH3:11])[C:4]=2[C:3]=1[Cl:22].C([O-])([O-])=O.[K+].[K+].CO.